This data is from Reaction yield outcomes from USPTO patents with 853,638 reactions. The task is: Predict the reaction yield, written as a fraction of the theoretical maximum amount of product (1.0 means a 100% yield; for example, 0.34 means a 34% yield). The reactants are [Br:1][C:2]1[CH:7]=[CH:6][C:5]([CH2:8]Br)=[C:4]([Cl:10])[CH:3]=1.[C-:11]#[N:12].[K+]. The catalyst is [Br-].C([N+](CCCC)(CCCC)CCCC)CCC.C(Cl)Cl.O.O. The product is [Br:1][C:2]1[CH:7]=[CH:6][C:5]([CH2:8][C:11]#[N:12])=[C:4]([Cl:10])[CH:3]=1. The yield is 1.00.